This data is from Forward reaction prediction with 1.9M reactions from USPTO patents (1976-2016). The task is: Predict the product of the given reaction. (1) Given the reactants [OH2:1].[CH3:2][N+:3]1([O-])[CH2:8][CH2:7][O:6][CH2:5][CH2:4]1.[N+:10]([C:13]1[CH:22]=[CH:21]C=C2[C:14]=1[CH:15]=[CH:16]C(C=C)=N2)([O-:12])=[O:11], predict the reaction product. The product is: [OH:1][CH:8]([N:3]1[C:4]2[C:14](=[C:13]([N+:10]([O-:12])=[O:11])[CH:22]=[CH:21][CH:5]=2)[CH:15]=[CH:16][CH2:2]1)[CH2:7][OH:6]. (2) The product is: [CH3:21][O:20][C:13]1[C:12]([O:22][CH3:23])=[C:11]2[C:16]([C:17](=[O:19])[CH:18]=[C:9]([C:4]3[CH:3]=[C:2]4[C:7](=[CH:6][CH:5]=3)[NH:8][C:25](=[O:26])[C:24](=[O:32])[NH:1]4)[O:10]2)=[CH:15][CH:14]=1. Given the reactants [NH2:1][C:2]1[CH:3]=[C:4]([C:9]2[O:10][C:11]3[C:16]([C:17](=[O:19])[CH:18]=2)=[CH:15][CH:14]=[C:13]([O:20][CH3:21])[C:12]=3[O:22][CH3:23])[CH:5]=[CH:6][C:7]=1[NH2:8].[C:24](N1C=CN=C1)(=[O:32])[C:25](N1C=CN=C1)=[O:26].CO, predict the reaction product. (3) Given the reactants [Cl:1][C:2]1[C:11]2[N:10]=[N:9][C:8]3=[C:12]([CH3:15])[N:13]=[CH:14][N:7]3[C:6]=2[CH:5]=[C:4]([C:16]([F:19])([F:18])[F:17])[CH:3]=1.[Br:20]NC(=O)CCC(N)=O.O, predict the reaction product. The product is: [Br:20][C:14]1[N:7]2[C:8]([N:9]=[N:10][C:11]3[C:2]([Cl:1])=[CH:3][C:4]([C:16]([F:18])([F:19])[F:17])=[CH:5][C:6]=32)=[C:12]([CH3:15])[N:13]=1. (4) Given the reactants [O:1]=[C:2]([CH:6]1[CH2:11][CH2:10][CH2:9][CH2:8][CH2:7]1)[C:3]([OH:5])=O.[NH2:12][C:13]1[CH:14]=[CH:15][C:16]2[C:21](=[O:22])[O:20][N:19]=[C:18]([CH3:23])[C:17]=2[CH:24]=1.S(Cl)(Cl)=O, predict the reaction product. The product is: [CH:6]1([C:2](=[O:1])[C:3]([NH:12][C:13]2[CH:14]=[CH:15][C:16]3[C:21](=[O:22])[O:20][N:19]=[C:18]([CH3:23])[C:17]=3[CH:24]=2)=[O:5])[CH2:11][CH2:10][CH2:9][CH2:8][CH2:7]1. (5) Given the reactants O=[C:2]([C:10]1[CH:11]=[N:12][CH:13]=[CH:14][CH:15]=1)[CH2:3][N:4]1[CH2:8][CH2:7][CH2:6][C:5]1=[O:9].Cl.[CH2:17]([O:24][NH2:25])[C:18]1[CH:23]=[CH:22][CH:21]=[CH:20][CH:19]=1, predict the reaction product. The product is: [CH2:17]([O:24][N:25]=[C:2]([C:10]1[CH:11]=[N:12][CH:13]=[CH:14][CH:15]=1)[CH2:3][N:4]1[CH2:8][CH2:7][CH2:6][C:5]1=[O:9])[C:18]1[CH:23]=[CH:22][CH:21]=[CH:20][CH:19]=1.